This data is from Reaction yield outcomes from USPTO patents with 853,638 reactions. The task is: Predict the reaction yield, written as a fraction of the theoretical maximum amount of product (1.0 means a 100% yield; for example, 0.34 means a 34% yield). (1) The reactants are Cl[C:2]1[N:7]=[C:6]([C:8]2[C:16]3[C:11](=[CH:12][CH:13]=[CH:14][CH:15]=3)[N:10](C(OC(C)(C)C)=O)[N:9]=2)[C:5]([Cl:24])=[CH:4][N:3]=1.[NH2:25][C@@H:26]1[CH2:31][CH2:30][CH2:29][C@H:28]([NH:32][C:33](=[O:42])[O:34][CH2:35][C:36]2[CH:41]=[CH:40][CH:39]=[CH:38][CH:37]=2)[CH2:27]1.CCN(C(C)C)C(C)C.O. The catalyst is CN1C(=O)CCC1. The product is [CH2:35]([O:34][C:33](=[O:42])[NH:32][C@H:28]1[CH2:29][CH2:30][CH2:31][C@@H:26]([NH:25][C:2]2[N:7]=[C:6]([C:8]3[C:16]4[C:11](=[CH:12][CH:13]=[CH:14][CH:15]=4)[NH:10][N:9]=3)[C:5]([Cl:24])=[CH:4][N:3]=2)[CH2:27]1)[C:36]1[CH:37]=[CH:38][CH:39]=[CH:40][CH:41]=1. The yield is 0.573. (2) The reactants are P(Cl)(Cl)([Cl:3])=O.[CH3:6][O:7][C:8]1[CH:9]=[C:10]2[C:15](=[CH:16][CH:17]=1)[N:14]=[C:13]([C:18]1[CH:19]=[N:20][CH:21]=[CH:22][CH:23]=1)[NH:12][C:11]2=O.[OH-].[NH4+]. No catalyst specified. The product is [Cl:3][C:11]1[C:10]2[C:15](=[CH:16][CH:17]=[C:8]([O:7][CH3:6])[CH:9]=2)[N:14]=[C:13]([C:18]2[CH:19]=[N:20][CH:21]=[CH:22][CH:23]=2)[N:12]=1. The yield is 0.880. (3) The reactants are [Cl:1][C:2]1[CH:11]=[C:10]2[C:5]([CH:6]=[C:7]([CH3:12])[N:8]=[CH:9]2)=[C:4]([N+:13]([O-])=O)[CH:3]=1.[H][H]. The catalyst is CO.[Pd].CC([O-])=O.CC([O-])=O.[Pb+2].[Pd]. The product is [Cl:1][C:2]1[CH:3]=[C:4]([NH2:13])[C:5]2[CH:6]=[C:7]([CH3:12])[N:8]=[CH:9][C:10]=2[CH:11]=1. The yield is 0.730. (4) The reactants are [H-].[Na+].[CH2:3](P(=O)(OCC)OCC)[P:4](=[O:11])([O:8][CH2:9][CH3:10])[O:5][CH2:6][CH3:7].O. The catalyst is CC1C=CC=CC=1. The product is [PH:4](=[O:11])([O:8][CH2:9][CH3:10])[O:5][CH2:6][CH3:7].[C:3].[C:3].[C:3].[C:3].[C:3].[C:3].[C:3].[C:3].[C:3].[C:3].[C:3].[C:3].[C:3].[C:3].[C:3]. The yield is 0.885. (5) The reactants are Cl.[CH3:2][C:3]1[CH:8]=[CH:7][CH:6]=[CH:5][C:4]=1[NH:9][NH2:10].[CH:11]1([C:16](=O)[CH2:17][C:18]#[N:19])[CH2:15][CH2:14][CH2:13][CH2:12]1. The catalyst is C1(C)C=CC=CC=1. The product is [CH:11]1([C:16]2[CH:17]=[C:18]([NH2:19])[N:9]([C:4]3[CH:5]=[CH:6][CH:7]=[CH:8][C:3]=3[CH3:2])[N:10]=2)[CH2:15][CH2:14][CH2:13][CH2:12]1. The yield is 0.620.